Task: Predict which catalyst facilitates the given reaction.. Dataset: Catalyst prediction with 721,799 reactions and 888 catalyst types from USPTO Reactant: [CH3:1][C:2]1[C:6]([C:7]2[CH:8]=[C:9]3[C:13](=[CH:14][CH:15]=2)[NH:12][C:11](=[O:16])[C:10]23OCC[O:17]2)=[C:5]([CH3:21])[O:4][N:3]=1.Cl. Product: [CH3:1][C:2]1[C:6]([C:7]2[CH:8]=[C:9]3[C:13](=[CH:14][CH:15]=2)[NH:12][C:11](=[O:16])[C:10]3=[O:17])=[C:5]([CH3:21])[O:4][N:3]=1. The catalyst class is: 15.